Dataset: Catalyst prediction with 721,799 reactions and 888 catalyst types from USPTO. Task: Predict which catalyst facilitates the given reaction. (1) Reactant: Cl.C(OC([NH:9][C@@H:10]([CH2:16][C:17]1[CH:22]=[CH:21][CH:20]=[CH:19][CH:18]=1)[C@H:11]([OH:15])[C:12]([OH:14])=[O:13])=O)(C)(C)C. Product: [NH2:9][C@@H:10]([CH2:16][C:17]1[CH:22]=[CH:21][CH:20]=[CH:19][CH:18]=1)[C@H:11]([OH:15])[C:12]([OH:14])=[O:13]. The catalyst class is: 2. (2) Reactant: [CH3:1][N:2]1[C:7]2[CH:8]=[CH:9][S:10][C:6]=2[C:5](=O)[N:4]=[C:3]1[C:12]1[CH:17]=[CH:16][CH:15]=[CH:14][CH:13]=1.COC1C=CC(P2(SP(C3C=CC(OC)=CC=3)(=S)S2)=[S:27])=CC=1. Product: [CH3:1][N:2]1[C:7]2[CH:8]=[CH:9][S:10][C:6]=2[C:5](=[S:27])[N:4]=[C:3]1[C:12]1[CH:17]=[CH:16][CH:15]=[CH:14][CH:13]=1. The catalyst class is: 11. (3) Reactant: [NH2:1][C:2]1[C:3]([I:16])=[C:4]([C:13](Cl)=[O:14])[C:5]([I:12])=[C:6]([C:10]=1[I:11])[C:7]([Cl:9])=[O:8].[CH3:17][O:18][CH2:19][C:20](Cl)=[O:21].C(N(CC)CC)C.[OH:30][CH:31]([CH2:34][OH:35])[CH2:32][NH2:33].CC(N(C)C)=[O:38]. Product: [Cl-:9].[OH:30][CH:31]([CH2:34][OH:35])[CH2:32][NH:33][C:13](=[O:14])[C:4]1[C:3]([I:16])=[C:2]([NH:1][C:20](=[O:21])[CH2:19][O:18][CH3:17])[C:10]([I:11])=[C:6]([C:7]([OH:38])=[O:8])[C:5]=1[I:12]. The catalyst class is: 232. (4) Reactant: [Br:1][C:2]1[C:3](=[O:50])[N:4]([CH2:9][CH2:10][CH2:11][O:12][CH2:13][CH2:14][O:15][CH2:16][CH2:17][O:18][CH2:19][CH2:20][O:21][CH2:22][CH2:23][O:24][CH2:25][CH2:26][O:27][CH2:28][CH2:29][O:30][CH2:31][CH2:32][O:33][CH2:34][CH2:35][O:36][CH2:37][CH2:38][O:39][CH2:40][CH2:41][O:42][CH2:43][CH2:44][O:45][CH2:46][C:47]([OH:49])=[O:48])[C:5](=[O:8])[C:6]=1[Br:7].[C:51]1(=[O:57])[NH:55][C:54](=[O:56])[CH:53]=[CH:52]1.BrC1C(NC(=O)C=1Br)=O.BrBr. Product: [O:57]=[C:51]1[C:52]([CH2:9][CH2:10][CH2:11][O:12][CH2:13][CH2:14][O:15][CH2:16][CH2:17][O:18][CH2:19][CH2:20][O:21][CH2:22][CH2:23][O:24][CH2:25][CH2:26][O:27][CH2:28][CH2:29][O:30][CH2:31][CH2:32][O:33][CH2:34][CH2:35][O:36][CH2:37][CH2:38][O:39][CH2:40][CH2:41][O:42][CH2:43][CH2:44][O:45][CH2:46][C:47]([OH:49])=[O:48])=[CH:53][C:54](=[O:56])[NH:55]1.[Br:7][CH:6]1[CH:2]([Br:1])[C:3](=[O:50])[N:4]([CH2:9][CH2:10][CH2:11][O:12][CH2:13][CH2:14][O:15][CH2:16][CH2:17][O:18][CH2:19][CH2:20][O:21][CH2:22][CH2:23][O:24][CH2:25][CH2:26][O:27][CH2:28][CH2:29][O:30][CH2:31][CH2:32][O:33][CH2:34][CH2:35][O:36][CH2:37][CH2:38][O:39][CH2:40][CH2:41][O:42][CH2:43][CH2:44][O:45][CH2:46][C:47]([OH:49])=[O:48])[C:5]1=[O:8]. The catalyst class is: 22. (5) Reactant: [CH3:1][O:2][C:3]1[CH:7]=[C:6]([C:8]([OH:10])=O)[N:5]([CH3:11])[N:4]=1.O1CCCC1.C(Cl)(=O)C(Cl)=O.[NH2:23][C:24]1[CH:25]=[C:26]([CH:43]=[CH:44][C:45]=1[CH3:46])[O:27][C:28]1[CH:29]=[CH:30][C:31]2[N:32]([CH:34]=[C:35]([NH:37][C:38]([CH:40]3[CH2:42][CH2:41]3)=[O:39])[N:36]=2)[N:33]=1. Product: [CH:40]1([C:38]([NH:37][C:35]2[N:36]=[C:31]3[CH:30]=[CH:29][C:28]([O:27][C:26]4[CH:43]=[CH:44][C:45]([CH3:46])=[C:24]([NH:23][C:8]([C:6]5[N:5]([CH3:11])[N:4]=[C:3]([O:2][CH3:1])[CH:7]=5)=[O:10])[CH:25]=4)=[N:33][N:32]3[CH:34]=2)=[O:39])[CH2:41][CH2:42]1. The catalyst class is: 402.